This data is from Forward reaction prediction with 1.9M reactions from USPTO patents (1976-2016). The task is: Predict the product of the given reaction. Given the reactants C(OC(=O)NCC1C=CC2N(CCC(C)C)C(CN3C4C(=CC=CC=4)C(=O)N(C4CC4)C3=O)=NC=2C=1)(C)(C)C.[F:40][C:41]([F:56])([F:55])[CH2:42][N:43]1[C:52](=[O:53])[C:51]2[C:46](=[CH:47][CH:48]=[CH:49][CH:50]=2)[NH:45][C:44]1=[O:54].[C:57]([O:61][C:62]([NH:64][CH2:65][C:66]1[CH:87]=[CH:86][C:69]2[N:70]([CH2:75][CH2:76][CH2:77][CH2:78][O:79][C:80](=[O:85])[C:81]([CH3:84])([CH3:83])[CH3:82])[C:71]([CH2:73]Cl)=[N:72][C:68]=2[CH:67]=1)=[O:63])([CH3:60])([CH3:59])[CH3:58].Cl, predict the reaction product. The product is: [C:57]([O:61][C:62]([NH:64][CH2:65][C:66]1[CH:87]=[CH:86][C:69]2[N:70]([CH2:75][CH2:76][CH2:77][CH2:78][O:79][C:80](=[O:85])[C:81]([CH3:84])([CH3:83])[CH3:82])[C:71]([CH2:73][N:45]3[C:46]4[C:51](=[CH:50][CH:49]=[CH:48][CH:47]=4)[C:52](=[O:53])[N:43]([CH2:42][C:41]([F:40])([F:55])[F:56])[C:44]3=[O:54])=[N:72][C:68]=2[CH:67]=1)=[O:63])([CH3:60])([CH3:58])[CH3:59].